From a dataset of Reaction yield outcomes from USPTO patents with 853,638 reactions. Predict the reaction yield, written as a fraction of the theoretical maximum amount of product (1.0 means a 100% yield; for example, 0.34 means a 34% yield). (1) The reactants are [Cl:1][C:2]1[C:3](=[O:13])[C:4]2[C:9]([C:10](=O)[CH:11]=1)=[CH:8][CH:7]=[CH:6][CH:5]=2.[S:14]1[CH:18]=[CH:17][CH:16]=[C:15]1[S:19]([NH2:22])(=[O:21])=[O:20]. The catalyst is C(OCC)(=O)C. The product is [Cl:1][C:2]1[C:3](=[O:13])[C:4]2[C:9](=[CH:8][CH:7]=[CH:6][CH:5]=2)[C:10](=[N:22][S:19]([C:15]2[S:14][CH:18]=[CH:17][CH:16]=2)(=[O:21])=[O:20])[CH:11]=1. The yield is 0.559. (2) The reactants are C(N(CC)CC)C.[OH:8][C:9]1[CH:14]=[CH:13][C:12]([CH2:15][C:16]([O:18][CH3:19])=[O:17])=[CH:11][C:10]=1[C:20]([F:23])([F:22])[F:21].[F:24][C:25]([F:38])([F:37])[S:26](O[S:26]([C:25]([F:38])([F:37])[F:24])(=[O:28])=[O:27])(=[O:28])=[O:27]. The product is [F:23][C:20]([F:21])([F:22])[C:10]1[CH:11]=[C:12]([CH2:15][C:16]([O:18][CH3:19])=[O:17])[CH:13]=[CH:14][C:9]=1[O:8][S:26]([C:25]([F:38])([F:37])[F:24])(=[O:28])=[O:27]. The catalyst is C(Cl)Cl. The yield is 0.820. (3) The reactants are [C:1]([O:4][C@H:5]1[C@@H:20]([O:21][C:22](=[O:24])[CH3:23])[C@H:19]([O:25][C:26](=[O:28])[CH3:27])[C@@H:18]([CH2:29][O:30][C:31](=[O:33])[CH3:32])[O:17][C@@H:6]1[O:7][C:8]1[CH:13]=[C:12]([Cl:14])[C:11](Br)=[C:10]([Cl:16])[CH:9]=1)(=[O:3])[CH3:2].[CH3:34][O:35][C:36]([C:38]1[CH:43]=[CH:42][C:41](B(O)O)=[CH:40][CH:39]=1)=[O:37].C(=O)([O-])[O-].[Cs+].[Cs+].C(O[C@H]1[C@@H](OC(=O)C)[C@H](OC(=O)C)[C@@H](COC(=O)C)O[C@@H]1OC1C=CC(C2C=CC(C(OC)=O)=CC=2)=CC=1Cl)(=O)C. The catalyst is O1CCOCC1.C1C=CC([P]([Pd]([P](C2C=CC=CC=2)(C2C=CC=CC=2)C2C=CC=CC=2)([P](C2C=CC=CC=2)(C2C=CC=CC=2)C2C=CC=CC=2)[P](C2C=CC=CC=2)(C2C=CC=CC=2)C2C=CC=CC=2)(C2C=CC=CC=2)C2C=CC=CC=2)=CC=1. The product is [C:1]([O:4][C@H:5]1[C@@H:20]([O:21][C:22](=[O:24])[CH3:23])[C@H:19]([O:25][C:26](=[O:28])[CH3:27])[C@@H:18]([CH2:29][O:30][C:31](=[O:33])[CH3:32])[O:17][C@@H:6]1[O:7][C:8]1[CH:13]=[C:12]([Cl:14])[C:11]([C:41]2[CH:42]=[CH:43][C:38]([C:36]([O:35][CH3:34])=[O:37])=[CH:39][CH:40]=2)=[C:10]([Cl:16])[CH:9]=1)(=[O:3])[CH3:2]. The yield is 0.280. (4) The reactants are [CH3:1][S:2][C:3]1[N:4]=[CH:5][C:6]2[C:12](=[O:13])[CH2:11][CH:10]([C:14]([O:16]C(C)(C)C)=[O:15])[NH:9][C:7]=2[N:8]=1.C1(C)C=CC=CC=1. The catalyst is FC(F)(F)C(O)=O. The product is [CH3:12][OH:13].[CH3:1][S:2][C:3]1[N:4]=[CH:5][C:6]2[C:12](=[O:13])[CH2:11][CH:10]([C:14]([OH:16])=[O:15])[NH:9][C:7]=2[N:8]=1. The yield is 0.990. (5) The reactants are [Cl:1][C:2]1[N:3]=[N:4][C:5]([C:8]2[CH:13]=[C:12]([Br:14])[C:11]([O:15]C)=[C:10]([Br:17])[CH:9]=2)=[CH:6][CH:7]=1.B(Br)(Br)Br. The catalyst is ClCCl. The product is [Br:17][C:10]1[CH:9]=[C:8]([C:5]2[N:4]=[N:3][C:2]([Cl:1])=[CH:7][CH:6]=2)[CH:13]=[C:12]([Br:14])[C:11]=1[OH:15]. The yield is 0.830.